Dataset: Forward reaction prediction with 1.9M reactions from USPTO patents (1976-2016). Task: Predict the product of the given reaction. (1) Given the reactants [CH3:1][N:2]([CH2:10][CH2:11][O:12][C:13]1[C:18]([C:19]([F:22])([F:21])[F:20])=[CH:17][C:16](B2OC(C)(C)C(C)(C)O2)=[CH:15][N:14]=1)[C:3](=[O:9])[O:4][C:5]([CH3:8])([CH3:7])[CH3:6].[NH2:32][C:33]1[C:34]([C:42]#[N:43])=[N:35][C:36](Cl)=[CH:37][C:38]=1[NH:39][CH3:40].C1(P(C2CCCCC2)C2CCCCC2)CCCCC1.P([O-])([O-])([O-])=O.[K+].[K+].[K+], predict the reaction product. The product is: [NH2:32][C:33]1[C:38]([NH:39][CH3:40])=[CH:37][C:36]([C:16]2[CH:15]=[N:14][C:13]([O:12][CH2:11][CH2:10][N:2]([CH3:1])[C:3](=[O:9])[O:4][C:5]([CH3:6])([CH3:7])[CH3:8])=[C:18]([C:19]([F:20])([F:21])[F:22])[CH:17]=2)=[N:35][C:34]=1[C:42]#[N:43]. (2) The product is: [Br:1][C:2]1[CH:3]=[C:4]([C:8]2([CH2:15][F:16])[NH:13][C:12](=[S:26])[CH2:11][O:10][CH2:9]2)[CH:5]=[CH:6][CH:7]=1. Given the reactants [Br:1][C:2]1[CH:3]=[C:4]([C:8]2([CH2:15][F:16])[NH:13][C:12](=O)[CH2:11][O:10][CH2:9]2)[CH:5]=[CH:6][CH:7]=1.COC1C=CC(P2(SP(C3C=CC(OC)=CC=3)(=S)S2)=[S:26])=CC=1, predict the reaction product. (3) The product is: [Si:18]([O:8][C:7]1[CH:6]=[CH:5][C:4]([CH2:9][C:10]([NH2:12])=[O:11])=[CH:3][C:2]=1[Cl:1])([C:21]([CH3:24])([CH3:23])[CH3:22])([CH3:20])[CH3:19]. Given the reactants [Cl:1][C:2]1[CH:3]=[C:4]([CH2:9][C:10]([NH2:12])=[O:11])[CH:5]=[CH:6][C:7]=1[OH:8].N1C=CN=C1.[Si:18](Cl)([C:21]([CH3:24])([CH3:23])[CH3:22])([CH3:20])[CH3:19], predict the reaction product. (4) Given the reactants [CH:1](=O)[C:2]1[CH:7]=[CH:6][CH:5]=[CH:4][CH:3]=1.[C:9]1(=[O:15])[CH2:14][CH2:13][CH2:12][CH2:11][CH2:10]1.[OH-].[K+], predict the reaction product. The product is: [CH:1](=[C:10]1[CH2:11][CH2:12][CH2:13][C:14](=[CH:1][C:2]2[CH:7]=[CH:6][CH:5]=[CH:4][CH:3]=2)[C:9]1=[O:15])[C:2]1[CH:7]=[CH:6][CH:5]=[CH:4][CH:3]=1. (5) Given the reactants [CH2:1]([O:8][C:9]1[CH:18]=[CH:17][CH:16]=[C:15]2[C:10]=1[CH2:11][CH2:12][CH:13]([C:20]([O:22][CH3:23])=[O:21])[C:14]2=[O:19])[C:2]1[CH:7]=[CH:6][CH:5]=[CH:4][CH:3]=1.[BH4-].[Na+], predict the reaction product. The product is: [CH2:1]([O:8][C:9]1[CH:18]=[CH:17][CH:16]=[C:15]2[C:10]=1[CH2:11][CH2:12][CH:13]([C:20]([O:22][CH3:23])=[O:21])[CH:14]2[OH:19])[C:2]1[CH:3]=[CH:4][CH:5]=[CH:6][CH:7]=1. (6) The product is: [CH:3]12[O:21][CH:4]1[CH2:5][N:1]([C:6]([O:8][C:9]([CH3:12])([CH3:11])[CH3:10])=[O:7])[CH2:2]2. Given the reactants [N:1]1([C:6]([O:8][C:9]([CH3:12])([CH3:11])[CH3:10])=[O:7])[CH2:5][CH:4]=[CH:3][CH2:2]1.ClC1C=CC=C(C(OO)=[O:21])C=1, predict the reaction product.